Dataset: Full USPTO retrosynthesis dataset with 1.9M reactions from patents (1976-2016). Task: Predict the reactants needed to synthesize the given product. (1) Given the product [C:11]1([CH3:12])[CH:10]=[CH:9][C:8]([S:5]([O:15][CH2:16][CH2:17][O:18][CH2:19][CH2:20][O:21][CH2:22][CH2:23][O:24][CH2:25][CH2:26][N:1]=[N+:2]=[N-:3])(=[O:6])=[O:7])=[CH:14][CH:13]=1, predict the reactants needed to synthesize it. The reactants are: [N-:1]=[N+:2]=[N-:3].[Na+].[S:5]([O:15][CH2:16][CH2:17][O:18][CH2:19][CH2:20][O:21][CH2:22][CH2:23][O:24][CH2:25][CH2:26]OS(C1C=CC(C)=CC=1)(=O)=O)([C:8]1[CH:14]=[CH:13][C:11]([CH3:12])=[CH:10][CH:9]=1)(=[O:7])=[O:6]. (2) Given the product [Cl:1][C:2]1[CH:7]=[CH:6][C:5]([C:8]2[C:17]3[C:12](=[CH:13][C:14]([S:18]([NH:40][C:36]4[S:35][CH:39]=[N:38][N:37]=4)(=[O:21])=[O:19])=[CH:15][CH:16]=3)[N:11]=[CH:10][N:9]=2)=[C:4]([O:33][CH3:34])[CH:3]=1, predict the reactants needed to synthesize it. The reactants are: [Cl:1][C:2]1[CH:7]=[CH:6][C:5]([C:8]2[C:17]3[C:12](=[CH:13][C:14]([S:18]([O:21]C4C(F)=C(F)C(F)=C(F)C=4F)(=O)=[O:19])=[CH:15][CH:16]=3)[N:11]=[CH:10][N:9]=2)=[C:4]([O:33][CH3:34])[CH:3]=1.[S:35]1[CH:39]=[N:38][N:37]=[C:36]1[NH2:40].ClC1C=C(C2C3C(=CC(S(OC4C(F)=C(F)C(F)=C(F)C=4F)(=O)=O)=CC=3)N=CN=2)C(OC)=CC=1C1C=CC=C(F)C=1.S1C(N)=NC=N1. (3) Given the product [N:25]1[CH:26]=[CH:21][CH:22]=[C:23]([NH:27][C:28]([N:2]2[CH2:3][CH:4]([O:6][C:7]3[CH:12]=[CH:11][C:10]([I:13])=[CH:9][N:8]=3)[CH2:5]2)=[O:29])[CH:24]=1, predict the reactants needed to synthesize it. The reactants are: Cl.[NH:2]1[CH2:5][CH:4]([O:6][C:7]2[CH:12]=[CH:11][C:10]([I:13])=[CH:9][N:8]=2)[CH2:3]1.C(N(CC)CC)C.[CH:21]1[CH:26]=[N:25][CH:24]=[C:23]([N:27]=[C:28]=[O:29])[CH:22]=1. (4) Given the product [CH2:68]([O:70][C:71]([N:73]1[CH2:74][CH2:75][N:76]([C:31](=[O:32])[CH2:30][NH:29][C:27]([C:18]2[CH:17]=[C:16]([O:15][CH2:14][C:13]([N:9]3[CH2:10][CH2:11][CH2:12][C@H:8]3[C:6](=[O:7])[NH:5][CH:1]3[CH2:2][CH2:3][CH2:4]3)=[O:34])[N:20]([C:21]3[CH:26]=[CH:25][CH:24]=[CH:23][CH:22]=3)[N:19]=2)=[O:28])[CH2:77][CH2:78]1)=[O:72])[CH3:69], predict the reactants needed to synthesize it. The reactants are: [CH:1]1([NH:5][C:6]([C@@H:8]2[CH2:12][CH2:11][CH2:10][N:9]2[C:13](=[O:34])[CH2:14][O:15][C:16]2[N:20]([C:21]3[CH:26]=[CH:25][CH:24]=[CH:23][CH:22]=3)[N:19]=[C:18]([C:27]([NH:29][CH2:30][C:31](O)=[O:32])=[O:28])[CH:17]=2)=[O:7])[CH2:4][CH2:3][CH2:2]1.CCN(C(C)C)C(C)C.CN(C(ON1N=NC2C=CC=NC1=2)=[N+](C)C)C.F[P-](F)(F)(F)(F)F.[CH2:68]([O:70][C:71]([N:73]1[CH2:78][CH2:77][NH:76][CH2:75][CH2:74]1)=[O:72])[CH3:69].